From a dataset of Forward reaction prediction with 1.9M reactions from USPTO patents (1976-2016). Predict the product of the given reaction. (1) Given the reactants [Br:1][C:2]1[S:6][C:5]([O:7][C:8]2[CH:14]=[CH:13][C:11]([NH2:12])=[CH:10][CH:9]=2)=[N:4][CH:3]=1.[CH2:15]([O:22][CH2:23][C@H:24]([NH:28]C(OC(C)(C)C)=O)[C:25](O)=[O:26])[C:16]1[CH:21]=[CH:20][CH:19]=[CH:18][CH:17]=1, predict the reaction product. The product is: [NH2:28][C@@H:24]([CH2:23][O:22][CH2:15][C:16]1[CH:21]=[CH:20][CH:19]=[CH:18][CH:17]=1)[C:25]([NH:12][C:11]1[CH:13]=[CH:14][C:8]([O:7][C:5]2[S:6][C:2]([Br:1])=[CH:3][N:4]=2)=[CH:9][CH:10]=1)=[O:26]. (2) Given the reactants [ClH:1].C(OC([NH:9][C@@H:10]([CH2:32][CH2:33][S:34][CH3:35])[C:11]([NH:13][C@@:14]1([C:29]([OH:31])=[O:30])[CH2:19][C@@H:18]([S:20][C:21]2[NH:25][CH:24]=[N:23][N:22]=2)[C@@H:17]2[C@H:15]1[C@H:16]2[C:26]([OH:28])=[O:27])=[O:12])=O)(C)(C)C.COC(C)(C)C, predict the reaction product. The product is: [ClH:1].[NH2:9][C@@H:10]([CH2:32][CH2:33][S:34][CH3:35])[C:11]([NH:13][C@@:14]1([C:29]([OH:31])=[O:30])[CH2:19][C@@H:18]([S:20][C:21]2[NH:25][CH:24]=[N:23][N:22]=2)[C@@H:17]2[C@H:15]1[C@H:16]2[C:26]([OH:28])=[O:27])=[O:12]. (3) Given the reactants [H-].[Na+].[CH3:3][C:4]1[CH:9]=[C:8]([CH3:10])[CH:7]=[C:6]([CH3:11])[C:5]=1[SH:12].[CH2:13]([N:20]1[C:28]2[C:27](Cl)=[N:26][C:25]([NH2:30])=[N:24][C:23]=2[CH:22]=[CH:21]1)[C:14]1[CH:19]=[CH:18][CH:17]=[CH:16][CH:15]=1, predict the reaction product. The product is: [CH2:13]([N:20]1[C:28]2[C:27]([S:12][C:5]3[C:6]([CH3:11])=[CH:7][C:8]([CH3:10])=[CH:9][C:4]=3[CH3:3])=[N:26][C:25]([NH2:30])=[N:24][C:23]=2[CH:22]=[CH:21]1)[C:14]1[CH:15]=[CH:16][CH:17]=[CH:18][CH:19]=1. (4) Given the reactants FC1C=CC(C(C2C=CC=C3C=2C=CC=C3[C:18]2[C:30]3[C:29]4[C:24](=[CH:25][C:26](C(N5CCN(C)CC5)=O)=[CH:27][CH:28]=4)[NH:23][C:22]=3[C:21]([C:40]([NH2:42])=[O:41])=[CH:20][CH:19]=2)=O)=CC=1.[BH4-].[Na+], predict the reaction product. The product is: [C:21]1([C:40]([NH2:42])=[O:41])[C:22]2[NH:23][C:24]3[C:29](=[CH:28][CH:27]=[CH:26][CH:25]=3)[C:30]=2[CH:18]=[CH:19][CH:20]=1. (5) Given the reactants [C:1]([O:5][C:6](=[O:26])[NH:7][CH:8]1[CH2:13][CH2:12][N:11]([S:14]([C:17]2[CH:22]=[CH:21][C:20]([N+:23]([O-])=O)=[CH:19][CH:18]=2)(=[O:16])=[O:15])[CH2:10][CH2:9]1)([CH3:4])([CH3:3])[CH3:2].C(O)C.[Cl-].[NH4+], predict the reaction product. The product is: [C:1]([O:5][C:6](=[O:26])[NH:7][CH:8]1[CH2:9][CH2:10][N:11]([S:14]([C:17]2[CH:18]=[CH:19][C:20]([NH2:23])=[CH:21][CH:22]=2)(=[O:16])=[O:15])[CH2:12][CH2:13]1)([CH3:4])([CH3:2])[CH3:3]. (6) Given the reactants [F:1][C:2]1[CH:3]=[C:4]([CH:8]=[CH:9][C:10]=1B1OC(C)(C)C(C)(C)O1)[C:5]([NH2:7])=[O:6].Br[C:21]1[N:26]2[CH:27]=[CH:28][N:29]=[C:25]2[C:24]([NH:30][C:31]2[CH:36]=[CH:35][C:34]([N:37]3[CH2:42][CH2:41][N:40]([CH3:43])[CH2:39][CH2:38]3)=[CH:33][CH:32]=2)=[N:23][CH:22]=1, predict the reaction product. The product is: [F:1][C:2]1[CH:3]=[C:4]([CH:8]=[CH:9][C:10]=1[C:21]1[N:26]2[CH:27]=[CH:28][N:29]=[C:25]2[C:24]([NH:30][C:31]2[CH:32]=[CH:33][C:34]([N:37]3[CH2:38][CH2:39][N:40]([CH3:43])[CH2:41][CH2:42]3)=[CH:35][CH:36]=2)=[N:23][CH:22]=1)[C:5]([NH2:7])=[O:6]. (7) Given the reactants [NH2:1][C:2]1[C:7]2[C:8](=[O:30])[N:9]([C:14]3[CH:19]=[CH:18][C:17]([C@H:20]4[CH2:25][CH2:24][C@H:23]([CH2:26][C:27](O)=O)[CH2:22][CH2:21]4)=[CH:16][CH:15]=3)[CH2:10][C@@H:11]([CH3:13])[O:12][C:6]=2[N:5]=[CH:4][N:3]=1.C[N:32](C=O)C.C(Cl)(=O)C(Cl)=O, predict the reaction product. The product is: [NH2:1][C:2]1[C:7]2[C:8](=[O:30])[N:9]([C:14]3[CH:15]=[CH:16][C:17]([C@H:20]4[CH2:25][CH2:24][C@H:23]([CH2:26][C:27]#[N:32])[CH2:22][CH2:21]4)=[CH:18][CH:19]=3)[CH2:10][C@@H:11]([CH3:13])[O:12][C:6]=2[N:5]=[CH:4][N:3]=1. (8) Given the reactants [Br:1][C:2]1[CH:3]=[C:4]([S:8](Cl)(=[O:10])=[O:9])[CH:5]=[N:6][CH:7]=1.[C:12]([NH2:16])([CH3:15])([CH3:14])[CH3:13], predict the reaction product. The product is: [Br:1][C:2]1[CH:3]=[C:4]([S:8]([NH:16][C:12]([CH3:15])([CH3:14])[CH3:13])(=[O:10])=[O:9])[CH:5]=[N:6][CH:7]=1.